From a dataset of Catalyst prediction with 721,799 reactions and 888 catalyst types from USPTO. Predict which catalyst facilitates the given reaction. (1) Reactant: C1(S([N:10]2[C:19]3[CH2:18][C:17]([CH3:21])([CH3:20])[CH2:16][NH:15][C:14](=[O:22])[C:13]=3[S:12][CH:11]2[C:23]2[CH:28]=[CH:27][N:26]=[C:25]3[NH:29][CH:30]=[CH:31][C:24]=23)(=O)=O)C=CC=CC=1.[OH-].[Na+]. Product: [CH3:20][C:17]1([CH3:21])[CH2:16][NH:15][C:14](=[O:22])[C:13]2[S:12][C:11]([C:23]3[CH:28]=[CH:27][N:26]=[C:25]4[NH:29][CH:30]=[CH:31][C:24]=34)=[N:10][C:19]=2[CH2:18]1. The catalyst class is: 14. (2) Reactant: C(OC(=O)[NH:7][C:8]1([C:12]2[CH:17]=[CH:16][C:15]([C:18]3[C:27]([C:28]4[CH:33]=[CH:32][CH:31]=[CH:30][CH:29]=4)=[CH:26][C:25]4[C:24](=[N:34][O:35][CH3:36])[CH2:23][CH2:22][CH2:21][C:20]=4[N:19]=3)=[CH:14][CH:13]=2)[CH2:11][CH2:10][CH2:9]1)(C)(C)C. Product: [CH3:36][O:35][N:34]=[C:24]1[CH2:23][CH2:22][CH2:21][C:20]2[N:19]=[C:18]([C:15]3[CH:16]=[CH:17][C:12]([C:8]4([NH2:7])[CH2:9][CH2:10][CH2:11]4)=[CH:13][CH:14]=3)[C:27]([C:28]3[CH:29]=[CH:30][CH:31]=[CH:32][CH:33]=3)=[CH:26][C:25]1=2. The catalyst class is: 67. (3) Reactant: Cl[C:2]([O:4][C:5]1[CH:10]=[CH:9][C:8]([N+:11]([O-:13])=[O:12])=[CH:7][CH:6]=1)=[O:3].[F:14][C:15]([F:34])([F:33])[O:16][C:17]1[CH:22]=[CH:21][C:20]([CH:23]2[CH2:28][NH:27][CH2:26][CH:25]([C:29]([O:31][CH3:32])=[O:30])[CH2:24]2)=[CH:19][CH:18]=1.C(N(CC)CC)C. Product: [F:34][C:15]([F:14])([F:33])[O:16][C:17]1[CH:22]=[CH:21][C:20]([CH:23]2[CH2:28][N:27]([C:2]([O:4][C:5]3[CH:10]=[CH:9][C:8]([N+:11]([O-:13])=[O:12])=[CH:7][CH:6]=3)=[O:3])[CH2:26][CH:25]([C:29]([O:31][CH3:32])=[O:30])[CH2:24]2)=[CH:19][CH:18]=1. The catalyst class is: 4. (4) Reactant: [C:1](#[N:5])[CH2:2][C:3]#[N:4].[N+:6]([C:9]1[N:14]=[CH:13][C:12]([C:15](=O)[CH2:16][NH:17]C(=O)C)=[CH:11][CH:10]=1)([O-:8])=[O:7].[OH-].[K+]. Product: [NH2:4][C:3]1[NH:17][CH:16]=[C:15]([C:12]2[CH:13]=[N:14][C:9]([N+:6]([O-:8])=[O:7])=[CH:10][CH:11]=2)[C:2]=1[C:1]#[N:5]. The catalyst class is: 5. (5) Reactant: [H-].[Na+].[Br:3][C:4]1[NH:8][CH:7]=[C:6]([CH2:9][N:10]([CH3:18])[C:11](=[O:17])[O:12][C:13]([CH3:16])([CH3:15])[CH3:14])[CH:5]=1.C1OCCOCCOCCOCCOC1.[N:34]1[CH:39]=[CH:38][CH:37]=[C:36]([S:40](Cl)(=[O:42])=[O:41])[CH:35]=1. Product: [C:13]([O:12][C:11](=[O:17])[N:10]([CH2:9][C:6]1[CH:5]=[C:4]([Br:3])[N:8]([S:40]([C:36]2[CH:35]=[N:34][CH:39]=[CH:38][CH:37]=2)(=[O:42])=[O:41])[CH:7]=1)[CH3:18])([CH3:14])([CH3:15])[CH3:16]. The catalyst class is: 30. (6) Reactant: [C:1]([N:4]1[CH2:9][CH2:8][N:7]([C:10]2[CH:19]=[CH:18][C:13]([C:14]([O:16]C)=O)=[CH:12][CH:11]=2)[CH2:6][CH2:5]1)(=[O:3])[CH3:2].[NH2:20][C:21]1[N:25](C(OC(C)(C)C)=O)[N:24]=[C:23]([CH2:33][CH2:34][C:35]2[CH:40]=[C:39]([O:41][CH3:42])[CH:38]=[C:37]([O:43][CH3:44])[CH:36]=2)[CH:22]=1.C[Si]([N-][Si](C)(C)C)(C)C.[Na+]. Product: [C:1]([N:4]1[CH2:5][CH2:6][N:7]([C:10]2[CH:11]=[CH:12][C:13]([C:14]([NH:20][C:21]3[CH:22]=[C:23]([CH2:33][CH2:34][C:35]4[CH:40]=[C:39]([O:41][CH3:42])[CH:38]=[C:37]([O:43][CH3:44])[CH:36]=4)[NH:24][N:25]=3)=[O:16])=[CH:18][CH:19]=2)[CH2:8][CH2:9]1)(=[O:3])[CH3:2]. The catalyst class is: 1. (7) Reactant: Br[C:2]1[CH:3]=[C:4]([F:21])[C:5]([N:8]2[CH2:13][CH2:12][N:11]([C:14]([O:16][C:17]([CH3:20])([CH3:19])[CH3:18])=[O:15])[CH2:10][CH2:9]2)=[N:6][CH:7]=1.[CH2:22](Br)[CH:23]=[CH2:24]. Product: [CH2:24]([C:2]1[CH:3]=[C:4]([F:21])[C:5]([N:8]2[CH2:13][CH2:12][N:11]([C:14]([O:16][C:17]([CH3:20])([CH3:19])[CH3:18])=[O:15])[CH2:10][CH2:9]2)=[N:6][CH:7]=1)[CH:23]=[CH2:22]. The catalyst class is: 356. (8) Reactant: [C:1](OC(=O)C)(=[O:3])[CH3:2].N1C=CC=CC=1.[CH2:14]([O:17][C:18]1[CH:24]=[C:23]([O:25][CH3:26])[CH:22]=[CH:21][C:19]=1[NH2:20])[CH:15]=[CH2:16].Cl. Product: [CH2:14]([O:17][C:18]1[CH:24]=[C:23]([O:25][CH3:26])[CH:22]=[CH:21][C:19]=1[NH:20][C:1](=[O:3])[CH3:2])[CH:15]=[CH2:16]. The catalyst class is: 768. (9) Reactant: C(OC([N:11]1[CH2:16][CH2:15][N:14]([C:17]2[N:18]=[CH:19][NH:20][C:21](=[O:23])[CH:22]=2)[CH2:13][CH2:12]1)=O)C1C=CC=CC=1.C(#N)C. Product: [N:14]1([C:17]2[N:18]=[CH:19][NH:20][C:21](=[O:23])[CH:22]=2)[CH2:15][CH2:16][NH:11][CH2:12][CH2:13]1. The catalyst class is: 63. (10) Reactant: [CH3:1][C:2]1([C:8]2[CH:13]=[CH:12][CH:11]=[CH:10][CH:9]=2)[CH2:7][CH2:6][O:5][C:3]1=[O:4].[CH:14]1([Mg]Cl)[CH2:19][CH2:18][CH2:17][CH2:16][CH2:15]1.CCOCC. Product: [CH:14]1([C:3](=[O:4])[C:2]([CH3:1])([C:8]2[CH:13]=[CH:12][CH:11]=[CH:10][CH:9]=2)[CH2:7][CH2:6][OH:5])[CH2:19][CH2:18][CH2:17][CH2:16][CH2:15]1. The catalyst class is: 308.